From a dataset of Forward reaction prediction with 1.9M reactions from USPTO patents (1976-2016). Predict the product of the given reaction. (1) Given the reactants [C:1](#[N:3])[CH3:2].[Li]CCCC.[CH3:9][C:10]([CH3:22])([C:18](OC)=[O:19])[C:11]([O:13][C:14]([CH3:17])([CH3:16])[CH3:15])=[O:12].C(O)(=O)C, predict the reaction product. The product is: [C:1]([CH2:2][C:18](=[O:19])[C:10]([CH3:22])([CH3:9])[C:11]([O:13][C:14]([CH3:16])([CH3:15])[CH3:17])=[O:12])#[N:3]. (2) Given the reactants [F:1][C:2]1[CH:7]=[CH:6][C:5]([O:8][C:9](=[O:32])[N:10]([C@H:12]2[C@H:16]([C:17]3[CH:22]=[CH:21][C:20](Cl)=[C:19](Cl)[CH:18]=3)[CH2:15][N:14]([CH2:25][C:26]3[CH:31]=[CH:30][CH:29]=[CH:28][CH:27]=3)[CH2:13]2)[CH3:11])=[CH:4][CH:3]=1.C(N1C[C@@H](C2C=CC([F:51])=CC=2)[C@H](NC)C1)C1C=CC=CC=1.ClC(OC1C=CC(F)=CC=1)=O, predict the reaction product. The product is: [F:1][C:2]1[CH:7]=[CH:6][C:5]([O:8][C:9](=[O:32])[N:10]([C@H:12]2[C@H:16]([C:17]3[CH:22]=[CH:21][C:20]([F:51])=[CH:19][CH:18]=3)[CH2:15][N:14]([CH2:25][C:26]3[CH:31]=[CH:30][CH:29]=[CH:28][CH:27]=3)[CH2:13]2)[CH3:11])=[CH:4][CH:3]=1. (3) The product is: [CH3:18][O:13][C:12](=[O:14])/[CH:11]=[CH:10]/[C:9]1[CH:15]=[CH:16][CH:17]=[C:7]([Br:6])[CH:8]=1. Given the reactants S(=O)(=O)(O)O.[Br:6][C:7]1[CH:8]=[C:9]([CH:15]=[CH:16][CH:17]=1)[CH:10]=[CH:11][C:12]([OH:14])=[O:13].[CH3:18]O, predict the reaction product. (4) Given the reactants [O:1]=[C:2]([C:18]1[C:26]2[C:21](=[CH:22][CH:23]=[CH:24][CH:25]=2)[N:20]([CH:27]2[CH2:32][CH2:31][NH:30][CH2:29][CH2:28]2)[CH:19]=1)[CH2:3][CH2:4][CH2:5][CH2:6][NH:7][C:8]([NH:10][CH2:11][C:12]1[CH:13]=[N:14][CH:15]=[CH:16][CH:17]=1)=[O:9].Br[CH2:34][CH2:35][F:36].C([O-])([O-])=O.[K+].[K+], predict the reaction product. The product is: [F:36][CH2:35][CH2:34][N:30]1[CH2:31][CH2:32][CH:27]([N:20]2[C:21]3[C:26](=[CH:25][CH:24]=[CH:23][CH:22]=3)[C:18]([C:2](=[O:1])[CH2:3][CH2:4][CH2:5][CH2:6][NH:7][C:8]([NH:10][CH2:11][C:12]3[CH:13]=[N:14][CH:15]=[CH:16][CH:17]=3)=[O:9])=[CH:19]2)[CH2:28][CH2:29]1. (5) Given the reactants [Cl:1][C:2]1[CH:7]=[C:6]([Cl:8])[CH:5]=[CH:4][C:3]=1[C@@:9]1([CH2:33][N:34]2[CH:38]=[CH:37][N:36]=[CH:35]2)[O:13][C@H:12]([CH2:14][O:15][C:16]2[CH:21]=[CH:20][C:19]([N:22]3[CH2:27][CH2:26][N:25]([C:28]([NH:30][CH2:31][CH3:32])=[O:29])[CH2:24][CH2:23]3)=[CH:18][CH:17]=2)[CH2:11][O:10]1.ClC1C=C(Cl)C=CC=1[C@]1(CN2C=CN=C2)O[C@@H](COC2C=CC(N3CCNCC3)=CC=2)CO1.ClC1C=C(Cl)C=CC=1[C@@]1(CN2C=CN=C2)O[C@H](COC2C=CC(N3CCNCC3)=CC=2)CO1, predict the reaction product. The product is: [Cl:1][C:2]1[CH:7]=[C:6]([Cl:8])[CH:5]=[CH:4][C:3]=1[C@:9]1([CH2:33][N:34]2[CH:38]=[CH:37][N:36]=[CH:35]2)[O:13][C@@H:12]([CH2:14][O:15][C:16]2[CH:17]=[CH:18][C:19]([N:22]3[CH2:23][CH2:24][N:25]([C:28]([NH:30][CH2:31][CH3:32])=[O:29])[CH2:26][CH2:27]3)=[CH:20][CH:21]=2)[CH2:11][O:10]1. (6) Given the reactants [CH3:1][O:2][C:3]1[N:8]=[CH:7][C:6]([N:9]2[C:13]([C:14]3[CH:19]=[CH:18][C:17]([CH3:20])=[CH:16][N:15]=3)=[CH:12][C:11]([C:21]([O:23]CC)=[O:22])=[N:10]2)=[CH:5][CH:4]=1.[OH-].[Na+], predict the reaction product. The product is: [CH3:1][O:2][C:3]1[N:8]=[CH:7][C:6]([N:9]2[C:13]([C:14]3[CH:19]=[CH:18][C:17]([CH3:20])=[CH:16][N:15]=3)=[CH:12][C:11]([C:21]([OH:23])=[O:22])=[N:10]2)=[CH:5][CH:4]=1.